From a dataset of Forward reaction prediction with 1.9M reactions from USPTO patents (1976-2016). Predict the product of the given reaction. (1) Given the reactants O.C1(C)C=CC(S(O)(=O)=O)=CC=1.[O:13]1[CH:18]=[CH:17][CH2:16][CH2:15][CH2:14]1.[Cl:19][C:20]1[C:25]2[CH:26]=[N:27][NH:28][C:24]=2[CH:23]=[C:22]([CH3:29])[N:21]=1, predict the reaction product. The product is: [Cl:19][C:20]1[C:25]2[CH:26]=[N:27][N:28]([CH:18]3[CH2:17][CH2:16][CH2:15][CH2:14][O:13]3)[C:24]=2[CH:23]=[C:22]([CH3:29])[N:21]=1. (2) Given the reactants [CH2:1]([O:4][C:5]1[CH:13]=[CH:12][CH:11]=[CH:10][C:6]=1[C:7](Cl)=[O:8])[CH2:2][CH3:3].[NH2:14][C:15]1[CH:16]=[CH:17][C:18]([N+:25]([O-:27])=[O:26])=[C:19]([C:21]([F:24])([F:23])[F:22])[CH:20]=1.C(N(CC)CC)C, predict the reaction product. The product is: [CH2:1]([O:4][C:5]1[CH:13]=[CH:12][CH:11]=[CH:10][C:6]=1[C:7]([NH:14][C:15]1[CH:16]=[CH:17][C:18]([N+:25]([O-:27])=[O:26])=[C:19]([C:21]([F:22])([F:23])[F:24])[CH:20]=1)=[O:8])[CH2:2][CH3:3]. (3) The product is: [CH2:35]([CH:30]([CH2:29][C:24]1[NH:25][C:26]2[C:22]([CH:23]=1)=[CH:21][C:20]([O:19][CH2:43][CH2:44][CH2:45][NH:46][C:47]1[CH:52]=[CH:51][CH:50]=[CH:49][N:48]=1)=[CH:28][CH:27]=2)[C:31]([OH:33])=[O:32])[C:36]1[CH:37]=[CH:38][CH:39]=[CH:40][CH:41]=1. Given the reactants N(C(N1CCCCC1)=O)=NC(N1CCCCC1)=O.[OH:19][C:20]1[CH:21]=[C:22]2[C:26](=[CH:27][CH:28]=1)[NH:25][C:24]([CH2:29][CH:30]([CH2:35][C:36]1[CH:41]=[CH:40][CH:39]=[CH:38][CH:37]=1)[C:31]([O:33]C)=[O:32])=[CH:23]2.O[CH2:43][CH2:44][CH2:45][NH:46][C:47]1[CH:52]=[CH:51][CH:50]=[CH:49][N:48]=1.C(P(CCCC)CCCC)CCC, predict the reaction product. (4) Given the reactants FC1C2C3N=CC([C:32]4[C:33]([CH3:38])=[N:34][O:35][C:36]=4[CH3:37])=CC=3N([C@@H](C3CCOCC3)C3C=CC=CC=3)C=2C(S(C)(=O)=O)=CC=1.Br[C:40]1[CH:52]=[N:51][C:50]2[C:49]3[C:48]([O:53][CH3:54])=[CH:47][CH:46]=[C:45]([S:55]([CH3:58])(=[O:57])=[O:56])[C:44]=3[N:43]([C@H:59]([C:66]3[CH:71]=[CH:70][CH:69]=[CH:68][C:67]=3[F:72])[CH:60]3[CH2:65][CH2:64][O:63][CH2:62][CH2:61]3)[C:42]=2[CH:41]=1, predict the reaction product. The product is: [F:72][C:67]1[CH:68]=[CH:69][CH:70]=[CH:71][C:66]=1[C@H:59]([CH:60]1[CH2:65][CH2:64][O:63][CH2:62][CH2:61]1)[N:43]1[C:44]2[C:45]([S:55]([CH3:58])(=[O:57])=[O:56])=[CH:46][CH:47]=[C:48]([O:53][CH3:54])[C:49]=2[C:50]2[N:51]=[CH:52][C:40]([C:32]3[C:33]([CH3:38])=[N:34][O:35][C:36]=3[CH3:37])=[CH:41][C:42]1=2. (5) Given the reactants [CH3:1][O:2][C:3](=[O:17])[CH:4]([NH2:16])[CH2:5][C:6]1[CH:11]=[CH:10][C:9]([CH2:12][CH3:13])=[C:8]([CH2:14][CH3:15])[CH:7]=1.[NH:18]1[CH2:23][CH2:22][CH:21]([N:24]2[CH2:30][CH2:29][C:28]3[CH:31]=[CH:32][CH:33]=[CH:34][C:27]=3[NH:26][C:25]2=[O:35])[CH2:20][CH2:19]1.C1C[O:39][CH2:38]C1, predict the reaction product. The product is: [CH3:1][O:2][C:3](=[O:17])[CH:4]([NH:16][C:38]([N:18]1[CH2:19][CH2:20][CH:21]([N:24]2[CH2:30][CH2:29][C:28]3[CH:31]=[CH:32][CH:33]=[CH:34][C:27]=3[NH:26][C:25]2=[O:35])[CH2:22][CH2:23]1)=[O:39])[CH2:5][C:6]1[CH:11]=[CH:10][C:9]([CH2:12][CH3:13])=[C:8]([CH2:14][CH3:15])[CH:7]=1.